Dataset: Forward reaction prediction with 1.9M reactions from USPTO patents (1976-2016). Task: Predict the product of the given reaction. (1) Given the reactants F[C:2]1[C:7]([I:8])=[CH:6][CH:5]=[CH:4][N:3]=1.[CH3:9][CH:10]([NH2:12])[CH3:11], predict the reaction product. The product is: [I:8][C:7]1[C:2]([NH:12][CH:10]([CH3:11])[CH3:9])=[N:3][CH:4]=[CH:5][CH:6]=1. (2) Given the reactants [C:1]1([C:7](=O)[CH2:8][CH2:9][C:10]([CH:12]2[CH2:17][CH2:16][CH:15]([CH2:18][CH2:19][CH3:20])[CH2:14][CH2:13]2)=O)[CH:6]=[CH:5][CH:4]=[CH:3][CH:2]=1.[NH2:22][CH2:23][C:24]([OH:26])=[O:25], predict the reaction product. The product is: [C:1]1([C:7]2[N:22]([CH2:23][C:24]([OH:26])=[O:25])[C:10]([CH:12]3[CH2:17][CH2:16][CH:15]([CH2:18][CH2:19][CH3:20])[CH2:14][CH2:13]3)=[CH:9][CH:8]=2)[CH:6]=[CH:5][CH:4]=[CH:3][CH:2]=1. (3) Given the reactants [Cl:1][C:2]1[CH:7]=[CH:6][C:5]([CH:8]([C:20]2[CH:25]=[CH:24][C:23]([Cl:26])=[CH:22][CH:21]=2)[C:9]2[CH:10]=[C:11]3[C:16](=[CH:17][CH:18]=2)[N:15]=[CH:14][N:13]=[C:12]3Cl)=[CH:4][CH:3]=1.CC(O)C.C(N(CC)CC)C.Cl.[NH2:39][CH2:40][C:41]1[CH:42]=[C:43]([CH:48]=[CH:49][CH:50]=1)[C:44]([O:46][CH3:47])=[O:45], predict the reaction product. The product is: [Cl:1][C:2]1[CH:7]=[CH:6][C:5]([CH:8]([C:20]2[CH:25]=[CH:24][C:23]([Cl:26])=[CH:22][CH:21]=2)[C:9]2[CH:10]=[C:11]3[C:16](=[CH:17][CH:18]=2)[N:15]=[CH:14][N:13]=[C:12]3[NH:39][CH2:40][C:41]2[CH:42]=[C:43]([CH:48]=[CH:49][CH:50]=2)[C:44]([O:46][CH3:47])=[O:45])=[CH:4][CH:3]=1. (4) Given the reactants [CH:1]1[C:6]([C:7]#[N:8])=[CH:5][C:4]2[C:9]([CH2:12][CH2:13][CH2:14][CH2:15][N:16]3[CH2:21][CH2:20][N:19]([C:22]4[CH:23]=[CH:24][C:25]5[O:30][C:29]([C:31]([NH2:33])=[O:32])=[CH:28][C:26]=5[CH:27]=4)[CH2:18][CH2:17]3)=[CH:10][NH:11][C:3]=2[CH:2]=1.CC(O)C.[ClH:38], predict the reaction product. The product is: [CH:1]1[C:6]([C:7]#[N:8])=[CH:5][C:4]2[C:9]([CH2:12][CH2:13][CH2:14][CH2:15][N:16]3[CH2:17][CH2:18][N:19]([C:22]4[CH:23]=[CH:24][C:25]5[O:30][C:29]([C:31]([NH2:33])=[O:32])=[CH:28][C:26]=5[CH:27]=4)[CH2:20][CH2:21]3)=[CH:10][NH:11][C:3]=2[CH:2]=1.[ClH:38].